The task is: Binary Classification. Given a T-cell receptor sequence (or CDR3 region) and an epitope sequence, predict whether binding occurs between them.. This data is from TCR-epitope binding with 47,182 pairs between 192 epitopes and 23,139 TCRs. (1) The epitope is RIFTIGTVTLK. The TCR CDR3 sequence is CASGPYGNTIYF. Result: 0 (the TCR does not bind to the epitope). (2) The epitope is TPRVTGGGAM. The TCR CDR3 sequence is CSVEILQGGKLFF. Result: 0 (the TCR does not bind to the epitope). (3) Result: 1 (the TCR binds to the epitope). The epitope is GLCTLVAML. The TCR CDR3 sequence is CASSQSPGDTQYF. (4) The epitope is EILDITPCSF. The TCR CDR3 sequence is CASSQSPGLSPYEQYF. Result: 1 (the TCR binds to the epitope). (5) The epitope is ILKEPVHGV. The TCR CDR3 sequence is CASSVEQGISEAFF. Result: 0 (the TCR does not bind to the epitope).